From a dataset of Full USPTO retrosynthesis dataset with 1.9M reactions from patents (1976-2016). Predict the reactants needed to synthesize the given product. Given the product [CH2:16]([O:1][CH2:2][C@@H:3]1[C@H:7]([C:8]2[CH:13]=[CH:12][CH:11]=[C:10]([F:14])[CH:9]=2)[CH2:6][C:5](=[CH2:15])[CH2:4]1)[C:17]1[CH:22]=[CH:21][CH:20]=[CH:19][CH:18]=1, predict the reactants needed to synthesize it. The reactants are: [OH:1][CH2:2][C@@H:3]1[C@H:7]([C:8]2[CH:13]=[CH:12][CH:11]=[C:10]([F:14])[CH:9]=2)[CH2:6][C:5](=[CH2:15])[CH2:4]1.[CH2:16](Br)[C:17]1[CH:22]=[CH:21][CH:20]=[CH:19][CH:18]=1.[H-].[Na+].